This data is from Reaction yield outcomes from USPTO patents with 853,638 reactions. The task is: Predict the reaction yield, written as a fraction of the theoretical maximum amount of product (1.0 means a 100% yield; for example, 0.34 means a 34% yield). (1) The reactants are [Cl:1][C:2]1[C:3]2[N:4]([CH:12]=[C:13]([C:15]([OH:17])=O)[N:14]=2)[CH:5]=[C:6]([C:8]([F:11])([F:10])[F:9])[CH:7]=1.[Cl:18][C:19]1[CH:28]=[C:27]([O:29][CH3:30])[C:26]([Cl:31])=[CH:25][C:20]=1[C:21]([NH:23][NH2:24])=O.O=P(Cl)(Cl)Cl. The catalyst is CC#N. The product is [Cl:1][C:2]1[C:3]2[N:4]([CH:12]=[C:13]([C:15]3[O:17][C:21]([C:20]4[CH:25]=[C:26]([Cl:31])[C:27]([O:29][CH3:30])=[CH:28][C:19]=4[Cl:18])=[N:23][N:24]=3)[N:14]=2)[CH:5]=[C:6]([C:8]([F:9])([F:10])[F:11])[CH:7]=1. The yield is 0.490. (2) The reactants are [OH:1][C:2]1[N:6]([C:7]2[CH:12]=[C:11]([C:13]#[N:14])[CH:10]=[CH:9][N:8]=2)[N:5]=[CH:4][CH:3]=1.[F:15][C:16]1[CH:23]=[CH:22][C:19]([CH2:20]O)=[CH:18][CH:17]=1.C1C=CC(P(C2C=CC=CC=2)C2C=CC=CC=2)=CC=1.CN(C(/N=N/C(N(C)C)=O)=O)C. The catalyst is C1COCC1. The product is [F:15][C:16]1[CH:23]=[CH:22][C:19]([CH2:20][O:1][C:2]2[N:6]([C:7]3[CH:12]=[C:11]([C:13]#[N:14])[CH:10]=[CH:9][N:8]=3)[N:5]=[CH:4][CH:3]=2)=[CH:18][CH:17]=1. The yield is 0.130. (3) The reactants are C[Si](C)(C)CCOC[N:7]1[C:11]2[N:12]=[CH:13][N:14]=[C:15]([C:16]3[CH:17]=[N:18][N:19]([CH:21]4[CH2:26][CH2:25][CH2:24][CH:23]([CH2:27][C:28]#[N:29])[CH2:22]4)[CH:20]=3)[C:10]=2[CH:9]=[CH:8]1.[C:32]([OH:38])([C:34]([F:37])([F:36])[F:35])=[O:33].C(N)CN. The catalyst is C(Cl)Cl. The product is [F:35][C:34]([F:37])([F:36])[C:32]([OH:38])=[O:33].[N:12]1[C:11]2[NH:7][CH:8]=[CH:9][C:10]=2[C:15]([C:16]2[CH:17]=[N:18][N:19]([CH:21]3[CH2:26][CH2:25][CH2:24][CH:23]([CH2:27][C:28]#[N:29])[CH2:22]3)[CH:20]=2)=[N:14][CH:13]=1. The yield is 0.830. (4) The reactants are [CH3:1][C:2]1[N:7]=[C:6]([C:8]([OH:10])=[O:9])[CH:5]=[CH:4][CH:3]=1. The catalyst is C(O)C.O.[Pt](=O)=O. The product is [CH3:1][CH:2]1[NH:7][CH:6]([C:8]([OH:10])=[O:9])[CH2:5][CH2:4][CH2:3]1. The yield is 0.983. (5) The reactants are Cl[Si:2](Cl)([CH3:4])[CH3:3].[Na+].[S:7]([CH2:11][CH2:12][OH:13])([O-:10])(=[O:9])=[O:8]. No catalyst specified. The product is [CH3:3][Si:2]1([CH3:4])[O:10][S:7](=[O:9])(=[O:8])[CH2:11][CH2:12][O:13]1. The yield is 0.670. (6) The reactants are [F:1][C:2]1[CH:7]=[CH:6][C:5]([C:8](=O)[CH2:9][C:10]2[CH:15]=[CH:14][N:13]=[CH:12][CH:11]=2)=[CH:4][CH:3]=1.[F:17][C:18]1[CH:25]=[CH:24][CH:23]=[CH:22][C:19]=1[CH:20]=O.[CH3:26][C:27]1[CH:31]=[C:30]([NH2:32])[O:29][N:28]=1.[N+]([O-])([O-])=O.[NH4+].[Ce+4].[N+]([O-])([O-])=O.[N+]([O-])([O-])=O.[N+]([O-])([O-])=O.[N+]([O-])([O-])=O. The catalyst is CCO.CCOC(C)=O.O. The product is [F:1][C:2]1[CH:7]=[CH:6][C:5]([C:8]2[N:32]=[C:30]3[O:29][N:28]=[C:27]([CH3:26])[C:31]3=[C:20]([C:19]3[CH:22]=[CH:23][CH:24]=[CH:25][C:18]=3[F:17])[C:9]=2[C:10]2[CH:15]=[CH:14][N:13]=[CH:12][CH:11]=2)=[CH:4][CH:3]=1. The yield is 0.570. (7) The product is [CH2:21]([O:28][C:29]1[C:34]([CH2:35][N:9]2[CH2:8][CH2:7][C:6]3[C:5]([C:13]([OH:15])=[O:14])=[CH:4][C:3]([O:17][CH:18]([CH3:20])[CH3:19])=[C:2]([Cl:1])[C:11]=3[C:10]2=[O:12])=[C:33]([CH3:37])[CH:32]=[C:31]([CH3:38])[N:30]=1)[C:22]1[CH:27]=[CH:26][CH:25]=[CH:24][CH:23]=1. The reactants are [Cl:1][C:2]1[C:11]2[C:10](=[O:12])[NH:9][CH2:8][CH2:7][C:6]=2[C:5]([C:13]([O:15]C)=[O:14])=[CH:4][C:3]=1[O:17][CH:18]([CH3:20])[CH3:19].[CH2:21]([O:28][C:29]1[C:34]([CH2:35]Cl)=[C:33]([CH3:37])[CH:32]=[C:31]([CH3:38])[N:30]=1)[C:22]1[CH:27]=[CH:26][CH:25]=[CH:24][CH:23]=1.C[Si]([N-][Si](C)(C)C)(C)C.[K+]. The catalyst is O1CCOCC1. The yield is 0.330. (8) The reactants are C1(C)C=CC(S(O)(=O)=O)=CC=1.C(O[C:15](=[O:31])[C:16](=[CH:22][NH:23][C:24]1[CH:29]=[CH:28][CH:27]=[CH:26][C:25]=1[I:30])[C:17]([O:19][CH2:20][CH3:21])=[O:18])C. The catalyst is C1(OC2C=CC=CC=2)C=CC=CC=1. The product is [CH2:20]([O:19][C:17]([C:16]1[C:15](=[O:31])[C:29]2[C:24](=[C:25]([I:30])[CH:26]=[CH:27][CH:28]=2)[NH:23][CH:22]=1)=[O:18])[CH3:21]. The yield is 0.460. (9) No catalyst specified. The product is [O:8]1[CH:12]=[CH:11][CH:10]=[C:9]1[C:13]([N:15]1[C:24]2[C:19](=[CH:20][CH:21]=[C:22]([C:25]3[CH:30]=[CH:29][C:28]([S:31]([CH3:34])(=[O:32])=[O:33])=[CH:27][CH:26]=3)[CH:23]=2)[N:18]([CH:1]=[O:3])[C@@H:17]([CH3:35])[CH2:16]1)=[O:14]. The reactants are [CH:1]([O-:3])=O.[Na+].C(O)=O.[O:8]1[CH:12]=[CH:11][CH:10]=[C:9]1[C:13]([N:15]1[C:24]2[C:19](=[CH:20][CH:21]=[C:22]([C:25]3[CH:30]=[CH:29][C:28]([S:31]([CH3:34])(=[O:33])=[O:32])=[CH:27][CH:26]=3)[CH:23]=2)[NH:18][C@@H:17]([CH3:35])[CH2:16]1)=[O:14]. The yield is 0.720.